This data is from TCR-epitope binding with 47,182 pairs between 192 epitopes and 23,139 TCRs. The task is: Binary Classification. Given a T-cell receptor sequence (or CDR3 region) and an epitope sequence, predict whether binding occurs between them. (1) The epitope is FLNGSCGSV. The TCR CDR3 sequence is CASSLAERAWGTDTQYF. Result: 1 (the TCR binds to the epitope). (2) The epitope is TLIGDCATV. The TCR CDR3 sequence is CASSLVSREQFF. Result: 1 (the TCR binds to the epitope). (3) The epitope is GLCTLVAML. The TCR CDR3 sequence is CASSQEPGELFF. Result: 0 (the TCR does not bind to the epitope). (4) The epitope is EIYKRWII. The TCR CDR3 sequence is CASSVVGDLRETQYF. Result: 1 (the TCR binds to the epitope). (5) The epitope is RLFRKSNLK. The TCR CDR3 sequence is CASSWTTSGGQETQYF. Result: 0 (the TCR does not bind to the epitope).